Task: Predict the product of the given reaction.. Dataset: Forward reaction prediction with 1.9M reactions from USPTO patents (1976-2016) (1) Given the reactants Br[C:2]1[CH:3]=[C:4]([C:8]2[N:13]=[C:12]([C:14]([F:17])([F:16])[F:15])[CH:11]=[C:10]([C:18]3[CH:23]=[CH:22][C:21]([C:24]([F:27])([F:26])[F:25])=[CH:20][CH:19]=3)[N:9]=2)[CH:5]=[CH:6][CH:7]=1.[C:28]([NH:32][S:33]([C:36]1[CH:37]=[C:38](B(O)O)[CH:39]=[CH:40][CH:41]=1)(=[O:35])=[O:34])([CH3:31])([CH3:30])[CH3:29], predict the reaction product. The product is: [C:28]([NH:32][S:33]([C:36]1[CH:41]=[C:40]([C:2]2[CH:7]=[CH:6][CH:5]=[C:4]([C:8]3[N:13]=[C:12]([C:14]([F:16])([F:17])[F:15])[CH:11]=[C:10]([C:18]4[CH:19]=[CH:20][C:21]([C:24]([F:25])([F:27])[F:26])=[CH:22][CH:23]=4)[N:9]=3)[CH:3]=2)[CH:39]=[CH:38][CH:37]=1)(=[O:35])=[O:34])([CH3:31])([CH3:29])[CH3:30]. (2) Given the reactants C1(CCC(Cl)=O)CCCC1.[CH:11]1([CH2:16][CH2:17][C:18]([N:20]=[C:21]=[S:22])=[O:19])[CH2:15][CH2:14][CH2:13][CH2:12]1.[CH3:23][O:24][C:25]1[CH:26]=[C:27]2[C:32](=[CH:33][C:34]=1[O:35][CH3:36])[N:31]=[CH:30][CH:29]=[C:28]2[O:37][C:38]1[CH:44]=[CH:43][C:41]([NH2:42])=[C:40]([F:45])[CH:39]=1.C1(C)C=CC=CC=1, predict the reaction product. The product is: [CH:11]1([CH2:16][CH2:17][C:18]([N:20]=[C:21]=[S:22])=[O:19])[CH2:12][CH2:13][CH2:14][CH2:15]1.[CH:11]1([CH2:16][CH2:17][C:18]([NH:20][C:21]([NH:42][C:41]2[CH:43]=[CH:44][C:38]([O:37][C:28]3[C:27]4[C:32](=[CH:33][C:34]([O:35][CH3:36])=[C:25]([O:24][CH3:23])[CH:26]=4)[N:31]=[CH:30][CH:29]=3)=[CH:39][C:40]=2[F:45])=[S:22])=[O:19])[CH2:12][CH2:13][CH2:14][CH2:15]1. (3) Given the reactants [CH3:1][O:2][C:3]1[CH:8]=[CH:7][C:6]([S:9](Cl)(=[O:11])=[O:10])=[CH:5][CH:4]=1.[C:13]1([CH2:19][NH2:20])[CH:18]=[CH:17][CH:16]=[CH:15][CH:14]=1, predict the reaction product. The product is: [CH2:19]([NH:20][S:9]([C:6]1[CH:7]=[CH:8][C:3]([O:2][CH3:1])=[CH:4][CH:5]=1)(=[O:11])=[O:10])[C:13]1[CH:18]=[CH:17][CH:16]=[CH:15][CH:14]=1. (4) Given the reactants [CH3:1][O:2][C:3]1[CH:8]=[CH:7][C:6]([C:9](=O)[CH2:10][C:11]2[CH:16]=[CH:15][C:14]([O:17][CH3:18])=[CH:13][CH:12]=2)=[CH:5][CH:4]=1.[Br:20][C:21]1[CH:22]=[CH:23][C:24]([NH:27]N)=[N:25][CH:26]=1, predict the reaction product. The product is: [Br:20][C:21]1[CH:22]=[C:23]2[C:9]([C:6]3[CH:7]=[CH:8][C:3]([O:2][CH3:1])=[CH:4][CH:5]=3)=[C:10]([C:11]3[CH:16]=[CH:15][C:14]([O:17][CH3:18])=[CH:13][CH:12]=3)[NH:27][C:24]2=[N:25][CH:26]=1. (5) Given the reactants [ClH:1].[CH2:2]([N:4]([C:16]([C:18]1[CH:23]=[CH:22][N:21]=[CH:20][CH:19]=1)=[O:17])[C:5]1[C:6]([O:14][CH3:15])=[C:7]([CH:11]=[CH:12][CH:13]=1)[C:8](O)=[O:9])[CH3:3].C(Cl)(=O)C([Cl:27])=O, predict the reaction product. The product is: [ClH:27].[CH2:2]([N:4]([C:16]([C:18]1[CH:23]=[CH:22][N:21]=[CH:20][CH:19]=1)=[O:17])[C:5]1[C:6]([O:14][CH3:15])=[C:7]([CH:11]=[CH:12][CH:13]=1)[C:8]([Cl:1])=[O:9])[CH3:3].